From a dataset of Catalyst prediction with 721,799 reactions and 888 catalyst types from USPTO. Predict which catalyst facilitates the given reaction. (1) Reactant: [C:1]1([N:7]([C:21]2[CH:26]=[CH:25][C:24]([CH2:27][CH2:28][C:29]([O:31][CH2:32][CH3:33])=[O:30])=[CH:23][CH:22]=2)[C:8]2[CH:13]=[CH:12][C:11]([CH2:14][CH2:15][C:16]([O:18][CH2:19][CH3:20])=[O:17])=[CH:10][CH:9]=2)[CH:6]=[CH:5][CH:4]=[CH:3][CH:2]=1.C1C(=O)N([Br:41])C(=O)C1. Product: [Br:41][C:4]1[CH:3]=[CH:2][C:1]([N:7]([C:8]2[CH:9]=[CH:10][C:11]([CH2:14][CH2:15][C:16]([O:18][CH2:19][CH3:20])=[O:17])=[CH:12][CH:13]=2)[C:21]2[CH:26]=[CH:25][C:24]([CH2:27][CH2:28][C:29]([O:31][CH2:32][CH3:33])=[O:30])=[CH:23][CH:22]=2)=[CH:6][CH:5]=1. The catalyst class is: 2. (2) Reactant: Cl[C:2]1[C:3]2[C:10]([C:11]3[CH:16]=[CH:15][CH:14]=[CH:13][CH:12]=3)=[CH:9][S:8][C:4]=2[N:5]=[CH:6][N:7]=1.[NH:17]1[CH2:22][CH2:21][CH:20]([C:23]([OH:25])=[O:24])[CH2:19][CH2:18]1.C(N(CC)CC)C. Product: [C:11]1([C:10]2[C:3]3[C:2]([N:17]4[CH2:22][CH2:21][CH:20]([C:23]([OH:25])=[O:24])[CH2:19][CH2:18]4)=[N:7][CH:6]=[N:5][C:4]=3[S:8][CH:9]=2)[CH:16]=[CH:15][CH:14]=[CH:13][CH:12]=1. The catalyst class is: 8. (3) Product: [CH3:25][N:1]1[CH2:2][CH:3]([N:5]2[C:9]([C:10]3[CH:15]=[C:14]([C:16]([F:17])([F:18])[F:19])[CH:13]=[CH:12][C:11]=3[OH:20])=[CH:8][CH:7]=[N:6]2)[CH2:4]1. Reactant: [NH:1]1[CH2:4][CH:3]([N:5]2[C:9]([C:10]3[CH:15]=[C:14]([C:16]([F:19])([F:18])[F:17])[CH:13]=[CH:12][C:11]=3[OH:20])=[CH:8][CH:7]=[N:6]2)[CH2:2]1.CO.C=O.[C:25](O[BH-](OC(=O)C)OC(=O)C)(=O)C.[Na+]. The catalyst class is: 411. (4) Reactant: [Cl:1][C:2]1[N:7]=[C:6]([CH:8]=[O:9])[C:5]2[C:10]([O:32][CH3:33])=[N:11][N:12]([C:13]([C:26]3[CH:31]=[CH:30][CH:29]=[CH:28][CH:27]=3)([C:20]3[CH:25]=[CH:24][CH:23]=[CH:22][CH:21]=3)[C:14]3[CH:19]=[CH:18][CH:17]=[CH:16][CH:15]=3)[C:4]=2[CH:3]=1.C(=O)([O-])[O-].[K+].[K+].[N+:40]([CH2:42]S(C1C=CC(C)=CC=1)(=O)=O)#[C-:41]. Product: [Cl:1][C:2]1[N:7]=[C:6]([C:8]2[O:9][CH:42]=[N:40][CH:41]=2)[C:5]2[C:10]([O:32][CH3:33])=[N:11][N:12]([C:13]([C:14]3[CH:19]=[CH:18][CH:17]=[CH:16][CH:15]=3)([C:20]3[CH:21]=[CH:22][CH:23]=[CH:24][CH:25]=3)[C:26]3[CH:27]=[CH:28][CH:29]=[CH:30][CH:31]=3)[C:4]=2[CH:3]=1. The catalyst class is: 5.